Dataset: Reaction yield outcomes from USPTO patents with 853,638 reactions. Task: Predict the reaction yield, written as a fraction of the theoretical maximum amount of product (1.0 means a 100% yield; for example, 0.34 means a 34% yield). (1) The reactants are Br[C:2]1[CH:3]=[C:4]2[C:11]3([O:15][N:14]([CH3:16])[C:13]([NH2:17])=[N:12]3)[CH2:10][CH:9]([C:18]3[CH:23]=[CH:22][N:21]=[CH:20][CH:19]=3)[O:8][C:5]2=[CH:6][CH:7]=1.[C:24]([C:26]1[CH:27]=[C:28](B(O)O)[CH:29]=[CH:30][CH:31]=1)#[N:25]. The catalyst is O1CCOCC1.C([O-])([O-])=O.[Cs+].[Cs+].Cl[Pd](Cl)([P](C1C=CC=CC=1)(C1C=CC=CC=1)C1C=CC=CC=1)[P](C1C=CC=CC=1)(C1C=CC=CC=1)C1C=CC=CC=1. The product is [NH2:17][C:13]1[N:14]([CH3:16])[O:15][C:11]2([C:4]3[C:5](=[CH:6][CH:7]=[C:2]([C:30]4[CH:31]=[C:26]([CH:27]=[CH:28][CH:29]=4)[C:24]#[N:25])[CH:3]=3)[O:8][CH:9]([C:18]3[CH:23]=[CH:22][N:21]=[CH:20][CH:19]=3)[CH2:10]2)[N:12]=1. The yield is 0.100. (2) The reactants are Br[C:2]1[C:7](=[O:8])[N:6]([CH2:9][C:10]2[CH:15]=[CH:14][C:13]([C:16]3[C:17]([C:22]#[N:23])=[CH:18][CH:19]=[CH:20][CH:21]=3)=[CH:12][CH:11]=2)[C:5]([CH2:24][CH2:25][CH3:26])=[N:4][C:3]=1[CH2:27][CH3:28].[CH2:29]([Sn](CCCC)(CCCC)C=C)[CH2:30]CC.[Cl-].[Li+]. The catalyst is CN(C)C=O.C(OCC)(=O)C.[F-].[K+].Cl[Pd](Cl)([P](C1C=CC=CC=1)(C1C=CC=CC=1)C1C=CC=CC=1)[P](C1C=CC=CC=1)(C1C=CC=CC=1)C1C=CC=CC=1. The product is [CH2:27]([C:3]1[N:4]=[C:5]([CH2:24][CH2:25][CH3:26])[N:6]([CH2:9][C:10]2[CH:15]=[CH:14][C:13]([C:16]3[C:17]([C:22]#[N:23])=[CH:18][CH:19]=[CH:20][CH:21]=3)=[CH:12][CH:11]=2)[C:7](=[O:8])[C:2]=1[CH:29]=[CH2:30])[CH3:28]. The yield is 0.680. (3) The reactants are [F:1][C:2]1[CH:10]=[CH:9][C:8]([CH2:11][C:12]2[C:21]3[C:16](=[CH:17][CH:18]=[CH:19][CH:20]=3)[C:15](=[O:22])[NH:14][N:13]=2)=[CH:7][C:3]=1[C:4]([OH:6])=O.[CH3:23][N:24]([CH3:34])[CH2:25][CH2:26][O:27][CH:28]1[CH2:33][CH2:32][NH:31][CH2:30][CH2:29]1.CCN(C(C)C)C(C)C. The catalyst is CN(C=O)C. The product is [CH3:23][N:24]([CH3:34])[CH2:25][CH2:26][O:27][CH:28]1[CH2:33][CH2:32][N:31]([C:4]([C:3]2[CH:7]=[C:8]([CH:9]=[CH:10][C:2]=2[F:1])[CH2:11][C:12]2[C:21]3[C:16](=[CH:17][CH:18]=[CH:19][CH:20]=3)[C:15](=[O:22])[NH:14][N:13]=2)=[O:6])[CH2:30][CH2:29]1. The yield is 0.287. (4) The reactants are C(OC([N:8]([CH2:40][C:41]([O:43]C(C)(C)C)=[O:42])[C:9]1[CH:14]=[CH:13][CH:12]=[C:11]([CH:15]([CH2:26][C:27]2[CH:32]=[CH:31][C:30]([C:33]([CH3:39])([CH3:38])[CH2:34][CH2:35][CH2:36][CH3:37])=[CH:29][CH:28]=2)[NH:16][S:17]([C:20]2[CH:25]=[CH:24][N:23]=[CH:22][CH:21]=2)(=[O:19])=[O:18])[N:10]=1)=O)(C)(C)C.FC(F)(F)C(O)=O. The catalyst is C(Cl)Cl. The product is [CH3:39][C:33]([C:30]1[CH:29]=[CH:28][C:27]([CH2:26][CH:15]([NH:16][S:17]([C:20]2[CH:25]=[CH:24][N:23]=[CH:22][CH:21]=2)(=[O:19])=[O:18])[C:11]2[N:10]=[C:9]([NH:8][CH2:40][C:41]([OH:43])=[O:42])[CH:14]=[CH:13][CH:12]=2)=[CH:32][CH:31]=1)([CH3:38])[CH2:34][CH2:35][CH2:36][CH3:37]. The yield is 0.850. (5) The reactants are Br[C:2]1[C:7]([N:8]([CH2:23][O:24][CH3:25])[S:9]([C:12]2[CH:17]=[CH:16][C:15]([Cl:18])=[C:14]([C:19]([F:22])([F:21])[F:20])[CH:13]=2)(=[O:11])=[O:10])=[CH:6][C:5](C)=[CH:4][N:3]=1.C([Mg][Cl:31])(C)C.[Cl:32][C:33]1[CH:40]=[CH:39][CH:38]=[C:37]([F:41])[C:34]=1[CH:35]=[O:36]. The catalyst is C1COCC1. The product is [Cl:18][C:15]1[CH:16]=[CH:17][C:12]([S:9]([N:8]([C:7]2[C:2]([CH:35]([C:34]3[C:37]([F:41])=[CH:38][CH:39]=[CH:40][C:33]=3[Cl:32])[OH:36])=[N:3][CH:4]=[C:5]([Cl:31])[CH:6]=2)[CH2:23][O:24][CH3:25])(=[O:10])=[O:11])=[CH:13][C:14]=1[C:19]([F:20])([F:21])[F:22]. The yield is 0.510. (6) The reactants are C(OCOC([C:9]1[C:14]([F:15])=[C:13]([CH3:16])[CH:12]=[CH:11][C:10]=1[B:17]1[O:21][C:20]([CH3:23])([CH3:22])C(C)(C)[O:18]1)(C)C)C.Cl. The catalyst is C1COCC1. The product is [F:15][C:14]1[C:9]2[C:20]([CH3:22])([CH3:23])[O:21][B:17]([OH:18])[C:10]=2[CH:11]=[CH:12][C:13]=1[CH3:16]. The yield is 0.538. (7) The reactants are [CH3:1][O:2][C:3]([NH:5][C@@H:6]([CH:10]([C:17]1[CH:22]=[CH:21][CH:20]=[CH:19][CH:18]=1)[C:11]1[CH:16]=[CH:15][CH:14]=[CH:13][CH:12]=1)[C:7](O)=[O:8])=[O:4].CCN=C=NCCCN(C)C.C1C=CC2N(O)N=NC=2C=1.C([O:46][P:47](=[O:74])([O:71]CC)[O:48][CH2:49][C@@H:50]([N:56]([S:61]([C:64]1[CH:69]=[CH:68][C:67]([NH2:70])=[CH:66][CH:65]=1)(=[O:63])=[O:62])[CH2:57][CH:58]([CH3:60])[CH3:59])[CH2:51][CH2:52][CH2:53][CH2:54][NH2:55])C. The catalyst is CN(C=O)C. The product is [CH3:1][O:2][C:3](=[O:4])[NH:5][C@H:6]([C:7](=[O:8])[NH:55][CH2:54][CH2:53][CH2:52][CH2:51][C@H:50]([N:56]([S:61]([C:64]1[CH:65]=[CH:66][C:67]([NH2:70])=[CH:68][CH:69]=1)(=[O:62])=[O:63])[CH2:57][CH:58]([CH3:60])[CH3:59])[CH2:49][O:48][P:47]([OH:71])([OH:46])=[O:74])[CH:10]([C:17]1[CH:22]=[CH:21][CH:20]=[CH:19][CH:18]=1)[C:11]1[CH:16]=[CH:15][CH:14]=[CH:13][CH:12]=1. The yield is 0.830.